This data is from Full USPTO retrosynthesis dataset with 1.9M reactions from patents (1976-2016). The task is: Predict the reactants needed to synthesize the given product. (1) The reactants are: [H-].[Na+].[CH3:3][O:4][CH2:5][O:6][C:7]1[C:15]2[CH:14]=[C:13]([C:16]3[O:20][C:19](=[S:21])[NH:18][N:17]=3)[O:12][C:11]=2[CH:10]=[CH:9][CH:8]=1.[CH3:22]I. Given the product [CH3:3][O:4][CH2:5][O:6][C:7]1[C:15]2[CH:14]=[C:13]([C:16]3[O:20][C:19]([S:21][CH3:22])=[N:18][N:17]=3)[O:12][C:11]=2[CH:10]=[CH:9][CH:8]=1, predict the reactants needed to synthesize it. (2) Given the product [CH2:1]([C:8]1[N:16]([CH2:40][CH2:39][NH:41][CH2:43][CH3:44])[C:15]2[C:14](=[O:17])[N:13]([CH2:18][CH2:19][CH3:20])[C:12](=[O:21])[N:11]([CH2:22][CH2:23][C:24]3[CH:29]=[CH:28][C:27]([N+:30]([O-:32])=[O:31])=[CH:26][CH:25]=3)[C:10]=2[N:9]=1)[C:2]1[CH:7]=[CH:6][CH:5]=[CH:4][CH:3]=1, predict the reactants needed to synthesize it. The reactants are: [CH2:1]([C:8]1[NH:16][C:15]2[C:14](=[O:17])[N:13]([CH2:18][CH2:19][CH3:20])[C:12](=[O:21])[N:11]([CH2:22][CH2:23][C:24]3[CH:29]=[CH:28][C:27]([N+:30]([O-:32])=[O:31])=[CH:26][CH:25]=3)[C:10]=2[N:9]=1)[C:2]1[CH:7]=[CH:6][CH:5]=[CH:4][CH:3]=1.C(=O)([O-])[O-].[Na+].[Na+].[CH2:39]([NH2:41])[CH3:40].Cl[CH2:43][CH2:44]Cl. (3) Given the product [Cl:24][C:25]1[CH:26]=[C:27]([CH:43]=[CH:44][CH:45]=1)[CH2:28][O:29][C:30]1[C:31]([CH2:47][C:48]2[CH:49]=[CH:50][C:51]([N:54]3[CH:58]=[CH:57][CH:56]=[N:55]3)=[CH:52][CH:53]=2)=[CH:32][C:33]([C:36]([O:38][CH3:39])=[O:37])=[N:34][CH:35]=1, predict the reactants needed to synthesize it. The reactants are: CC1(C)C(C)(C)OB(B2OC(C)(C)C(C)(C)O2)O1.C([O-])(=O)C.[K+].[Cl:24][C:25]1[CH:26]=[C:27]([CH:43]=[CH:44][CH:45]=1)[CH2:28][O:29][C:30]1[C:31](B(O)O)=[CH:32][C:33]([C:36]([O:38][CH3:39])=[O:37])=[N:34][CH:35]=1.Br[CH2:47][C:48]1[CH:53]=[CH:52][C:51]([N:54]2[CH:58]=[CH:57][CH:56]=[N:55]2)=[CH:50][CH:49]=1.C(=O)([O-])[O-].[K+].[K+]. (4) Given the product [C:15]([NH:4][C:3](=[C:2]([CH3:9])[CH3:8])[C:5]([OH:7])=[O:6])(=[O:22])[C:16]1[CH:21]=[CH:20][CH:19]=[CH:18][CH:17]=1, predict the reactants needed to synthesize it. The reactants are: F[C:2]([CH3:9])([CH3:8])[CH:3]([C:5]([OH:7])=[O:6])[NH2:4].C([O-])(O)=O.[Na+].[C:15](Cl)(=[O:22])[C:16]1[CH:21]=[CH:20][CH:19]=[CH:18][CH:17]=1.Cl. (5) Given the product [Cl:1][C:2]1[CH:3]=[C:4]([C:10]([N:12]2[CH2:17][CH2:16][O:15][C:14]3[CH:18]=[CH:19][N:20]=[CH:21][C:13]2=3)=[O:11])[CH:5]=[CH:6][C:7]=1[OH:8], predict the reactants needed to synthesize it. The reactants are: [Cl:1][C:2]1[CH:3]=[C:4]([C:10]([N:12]2[CH2:17][CH2:16][O:15][C:14]3[CH:18]=[CH:19][N:20]=[CH:21][C:13]2=3)=[O:11])[CH:5]=[CH:6][C:7]=1[O:8]C.B(Br)(Br)Br. (6) Given the product [CH2:28]([O:30][C:31]([C:32]1[CH:36]=[N:26][N:25]([C@H:22]2[CH2:23][CH2:24][C@H:19]([NH:18][C:17]([O:16][CH2:9][C:10]3[CH:11]=[CH:12][CH:13]=[CH:14][CH:15]=3)=[O:27])[CH2:20][CH2:21]2)[C:33]=1[CH3:34])=[O:40])[CH3:29], predict the reactants needed to synthesize it. The reactants are: C(N(CC)CC)C.Cl.[CH2:9]([O:16][C:17](=[O:27])[NH:18][C@H:19]1[CH2:24][CH2:23][C@H:22]([NH:25][NH2:26])[CH2:21][CH2:20]1)[C:10]1[CH:15]=[CH:14][CH:13]=[CH:12][CH:11]=1.[CH2:28]([O:30][C:31](=[O:40])[C:32](=[CH:36]N(C)C)[C:33](=O)[CH3:34])[CH3:29].